Dataset: Full USPTO retrosynthesis dataset with 1.9M reactions from patents (1976-2016). Task: Predict the reactants needed to synthesize the given product. (1) Given the product [Br:1][C:2]1[CH:7]=[C:6]([F:16])[C:5]([Cl:9])=[CH:4][C:3]=1[CH3:10], predict the reactants needed to synthesize it. The reactants are: [Br:1][C:2]1[C:3]([CH3:10])=[CH:4][C:5]([Cl:9])=[C:6](N)[CH:7]=1.Cl.N([O-])=O.[Na+].[F:16][B-](F)(F)F.[H+]. (2) Given the product [F:14][C:13]1[C:8]([N:1]2[CH2:6][CH2:5][O:4][CH2:3][CH2:2]2)=[N:9][CH:10]=[CH:11][C:12]=1[NH2:15], predict the reactants needed to synthesize it. The reactants are: [NH:1]1[CH2:6][CH2:5][O:4][CH2:3][CH2:2]1.Cl[C:8]1[C:13]([F:14])=[C:12]([NH2:15])[CH:11]=[CH:10][N:9]=1.[Cl-].[NH4+].